Predict the product of the given reaction. From a dataset of Forward reaction prediction with 1.9M reactions from USPTO patents (1976-2016). (1) Given the reactants [Cl:1][C:2]1[CH:3]=[C:4]([F:9])[C:5](F)=[N:6][CH:7]=1.[C:10]([O:18][CH2:19][CH3:20])(=[O:17])[CH2:11][C:12]([O:14][CH2:15][CH3:16])=[O:13].C(=O)([O-])[O-].[Cs+].[Cs+], predict the reaction product. The product is: [Cl:1][C:2]1[CH:3]=[C:4]([F:9])[C:5]([CH:11]([C:12]([O:14][CH2:15][CH3:16])=[O:13])[C:10]([O:18][CH2:19][CH3:20])=[O:17])=[N:6][CH:7]=1. (2) Given the reactants [Li]CCCC.Br[C:7]1[CH:12]=[CH:11][C:10]([Br:13])=[CH:9][C:8]=1[O:14][CH2:15][CH2:16]Br.O, predict the reaction product. The product is: [Br:13][C:10]1[CH:11]=[CH:12][C:7]2[CH2:16][CH2:15][O:14][C:8]=2[CH:9]=1. (3) Given the reactants C(Cl)(=O)C(Cl)=O.[CH3:7][C:8]([CH3:26])([C:12]1[CH:17]=[C:16]([C:18]([F:21])([F:20])[F:19])[CH:15]=[C:14]([C:22]([F:25])([F:24])[F:23])[CH:13]=1)[C:9](O)=[O:10].Cl.[O:28]=[C:29]1[CH2:34][CH2:33][C:32]([NH2:41])([C:35]2[CH:40]=[CH:39][CH:38]=[CH:37][CH:36]=2)[CH2:31][CH2:30]1.N1C=CC=CC=1.Cl, predict the reaction product. The product is: [CH3:7][C:8]([CH3:26])([C:12]1[CH:17]=[C:16]([C:18]([F:19])([F:21])[F:20])[CH:15]=[C:14]([C:22]([F:24])([F:25])[F:23])[CH:13]=1)[C:9]([NH:41][C:32]1([C:35]2[CH:40]=[CH:39][CH:38]=[CH:37][CH:36]=2)[CH2:31][CH2:30][C:29](=[O:28])[CH2:34][CH2:33]1)=[O:10]. (4) Given the reactants [C:1]1([C:7]2[O:8][C:9]3[CH:15]=[CH:14][C:13]([CH2:16][OH:17])=[CH:12][C:10]=3[CH:11]=2)[CH:6]=[CH:5][CH:4]=[CH:3][CH:2]=1.[CH3:18][O:19][C:20](=[O:32])[C@H:21]([N:29]=[C:30]=[O:31])[CH2:22][C:23]1[CH:28]=[CH:27][CH:26]=[CH:25][CH:24]=1.C(N(CC)CC)C.COC(=O)C(N=C=O)CC1C=CC=CC=1, predict the reaction product. The product is: [CH3:18][O:19][C:20](=[O:32])[C@H:21]([NH:29][C:30]([O:17][CH2:16][C:13]1[CH:14]=[CH:15][C:9]2[O:8][C:7]([C:1]3[CH:6]=[CH:5][CH:4]=[CH:3][CH:2]=3)=[CH:11][C:10]=2[CH:12]=1)=[O:31])[CH2:22][C:23]1[CH:24]=[CH:25][CH:26]=[CH:27][CH:28]=1. (5) Given the reactants [O:1]=[C:2]1[C:10]2[C:5](=[CH:6][CH:7]=[CH:8][CH:9]=2)[C:4](=[O:11])[N:3]1[CH2:12][CH2:13][N:14]1[C:23]2[C:18](=[N:19][CH:20]=[C:21]([CH2:24][C:25]3[CH:30]=[CH:29][C:28]([F:31])=[CH:27][CH:26]=3)[CH:22]=2)[C:17]([OH:32])=[C:16]([C:33](OCC)=[O:34])[C:15]1=[O:38].[NH2:39][CH2:40][CH2:41][CH2:42][N:43]1[CH2:47][CH2:46][CH2:45][C:44]1=[O:48].OS([O-])(=O)=O.[Na+], predict the reaction product. The product is: [O:1]=[C:2]1[C:6]2[C:5](=[CH:10][CH:9]=[CH:8][CH:7]=2)[C:4](=[O:11])[N:3]1[CH2:12][CH2:13][N:14]1[C:23]2[C:18](=[N:19][CH:20]=[C:21]([CH2:24][C:25]3[CH:26]=[CH:27][C:28]([F:31])=[CH:29][CH:30]=3)[CH:22]=2)[C:17]([OH:32])=[C:16]([C:33]([NH:39][CH2:40][CH2:41][CH2:42][N:43]2[CH2:47][CH2:46][CH2:45][C:44]2=[O:48])=[O:34])[C:15]1=[O:38]. (6) Given the reactants [C:1]1([CH3:20])[CH:6]=[CH:5][C:4]([NH:7][C:8]([C:10]2[C:14]3[N:15]=[C:16](Cl)[N:17]=[CH:18][C:13]=3[S:12][CH:11]=2)=[O:9])=[CH:3][CH:2]=1.[NH2:21][C@@H:22]1[CH2:27][CH2:26][O:25][CH2:24][C@@H:23]1[NH:28][C:29](=[O:35])[O:30][C:31]([CH3:34])([CH3:33])[CH3:32].C(N(C(C)C)CC)(C)C, predict the reaction product. The product is: [C:31]([O:30][C:29](=[O:35])[NH:28][C@@H:23]1[C@H:22]([NH:21][C:16]2[N:17]=[CH:18][C:13]3[S:12][CH:11]=[C:10]([C:8](=[O:9])[NH:7][C:4]4[CH:5]=[CH:6][CH:1]([CH3:20])[CH2:2][CH:3]=4)[C:14]=3[N:15]=2)[CH2:27][CH2:26][O:25][CH2:24]1)([CH3:34])([CH3:32])[CH3:33].